The task is: Predict the reaction yield, written as a fraction of the theoretical maximum amount of product (1.0 means a 100% yield; for example, 0.34 means a 34% yield).. This data is from Reaction yield outcomes from USPTO patents with 853,638 reactions. (1) The reactants are [Si]([O:18][CH2:19][CH2:20][N:21]1[C:25]([NH:26][C:27](=[O:44])[C@@H:28]([NH:37][CH2:38][C:39]2[N:40]=[CH:41][S:42][CH:43]=2)[CH2:29][C:30]2[CH:35]=[CH:34][C:33]([F:36])=[CH:32][CH:31]=2)=[CH:24][C:23]([C:45]2[CH:50]=[CH:49][N:48]=[C:47]([NH:51][CH3:52])[CH:46]=2)=[N:22]1)(C(C)(C)C)(C1C=CC=CC=1)C1C=CC=CC=1.CCCC[N+](CCCC)(CCCC)CCCC.[F-]. The catalyst is C1COCC1. The product is [F:36][C:33]1[CH:32]=[CH:31][C:30]([CH2:29][C@H:28]([NH:37][CH2:38][C:39]2[N:40]=[CH:41][S:42][CH:43]=2)[C:27]([NH:26][C:25]2[N:21]([CH2:20][CH2:19][OH:18])[N:22]=[C:23]([C:45]3[CH:50]=[CH:49][N:48]=[C:47]([NH:51][CH3:52])[CH:46]=3)[CH:24]=2)=[O:44])=[CH:35][CH:34]=1. The yield is 0.430. (2) The reactants are C1(P(C2C=CC=CC=2)C2C=CC=CC=2)C=CC=CC=1.[CH2:20]([C:22]1[C:26]([CH2:27][OH:28])=[C:25]([CH3:29])[O:24][N:23]=1)[CH3:21].O[C:31]1[CH:36]=[CH:35][C:34]([CH2:37][C:38]([NH:40][CH:41]([C:49]2[CH:54]=[CH:53][CH:52]=[CH:51][CH:50]=2)[C:42]2[CH:47]=[CH:46][CH:45]=[CH:44][C:43]=2[CH3:48])=[O:39])=[CH:33][CH:32]=1.CC(OC(/N=N/C(OC(C)C)=O)=O)C. The catalyst is C1COCC1. The product is [CH2:20]([C:22]1[C:26]([CH2:27][O:28][C:31]2[CH:32]=[CH:33][C:34]([CH2:37][C:38]([NH:40][CH:41]([C:49]3[CH:54]=[CH:53][CH:52]=[CH:51][CH:50]=3)[C:42]3[CH:47]=[CH:46][CH:45]=[CH:44][C:43]=3[CH3:48])=[O:39])=[CH:35][CH:36]=2)=[C:25]([CH3:29])[O:24][N:23]=1)[CH3:21]. The yield is 0.347. (3) The reactants are [Cl:1][C@H:2]1[C@@H:7]([NH:8][C:9]([C:11]2[NH:12][C:13]([CH2:17][CH3:18])=[C:14]([Cl:16])[N:15]=2)=[O:10])[CH2:6][CH2:5][N:4]([C:19]2[S:20][C:21]([C:25]([O:27]CC)=[O:26])=[C:22]([CH3:24])[N:23]=2)[CH2:3]1.[OH-].[Li+]. No catalyst specified. The product is [Cl:1][C@H:2]1[C@@H:7]([NH:8][C:9]([C:11]2[NH:12][C:13]([CH2:17][CH3:18])=[C:14]([Cl:16])[N:15]=2)=[O:10])[CH2:6][CH2:5][N:4]([C:19]2[S:20][C:21]([C:25]([OH:27])=[O:26])=[C:22]([CH3:24])[N:23]=2)[CH2:3]1. The yield is 0.340. (4) The reactants are [CH:1]1([OH:6])[CH2:5][CH2:4][CH2:3][CH2:2]1.F[C:8]1[CH:9]=[C:10]([CH3:17])[CH:11]=[CH:12][C:13]=1[N+:14]([O-:16])=[O:15].[CH:18]1([O:23][C:24]2[CH:30]=[C:29]([CH3:31])[CH:28]=[CH:27][C:25]=2[NH2:26])[CH2:22][CH2:21][CH2:20][CH2:19]1.[NH2:32][C:33]1[S:34][CH:35]=[CH:36][N:37]=1. No catalyst specified. The product is [CH:1]1([O:6][C:8]2[CH:9]=[C:10]([CH3:17])[CH:11]=[CH:12][C:13]=2[N+:14]([O-:16])=[O:15])[CH2:5][CH2:4][CH2:3][CH2:2]1.[CH:18]1([O:23][C:24]2[CH:30]=[C:29]([CH3:31])[CH:28]=[CH:27][C:25]=2[NH:26][C:1]([NH:32][C:33]2[S:34][CH:35]=[CH:36][N:37]=2)=[O:6])[CH2:22][CH2:21][CH2:20][CH2:19]1. The yield is 0.620. (5) The reactants are [F:1][C:2]([F:21])([F:20])[C:3]1[CH:8]=[CH:7][C:6]([C:9]2[CH:10]=[C:11]3[C:16](=[CH:17][CH:18]=2)[C:15](=[O:19])[CH2:14][CH2:13][CH2:12]3)=[CH:5][CH:4]=1.[BH4-].[Na+].Cl.C(OCC)(=O)C. The catalyst is C1COCC1. The product is [F:1][C:2]([F:20])([F:21])[C:3]1[CH:4]=[CH:5][C:6]([C:9]2[CH:10]=[C:11]3[C:16](=[CH:17][CH:18]=2)[CH:15]([OH:19])[CH2:14][CH2:13][CH2:12]3)=[CH:7][CH:8]=1. The yield is 0.270. (6) The reactants are [CH3:1][C:2]1([CH3:12])[NH:7][CH2:6][C:5]2C=CC=C[C:4]=2O1.[CH2:13]1[CH2:17][O:16][CH2:15][CH2:14]1. No catalyst specified. The product is [CH:2]([NH:7][C:6]1[CH:5]=[CH:4][CH:15]=[CH:14][C:13]=1[CH2:17][OH:16])([CH3:12])[CH3:1]. The yield is 0.950. (7) The reactants are [CH:1]1[C:11]2[CH2:10][CH2:9][C:8]3[CH:12]=[CH:13][CH:14]=[CH:15][C:7]=3[C:6](=[CH:16][C:17]3[CH:22]=[C:21]([NH2:23])[CH:20]=[CH:19][N:18]=3)[C:5]=2[CH:4]=[CH:3][CH:2]=1.C(N(CC)CC)C.[CH3:31][S:32](Cl)(=[O:34])=[O:33]. The catalyst is C(Cl)Cl.O. The product is [CH:12]1[C:8]2[CH2:9][CH2:10][C:11]3[CH:1]=[CH:2][CH:3]=[CH:4][C:5]=3[C:6](=[CH:16][C:17]3[CH:22]=[C:21]([NH:23][S:32]([CH3:31])(=[O:34])=[O:33])[CH:20]=[CH:19][N:18]=3)[C:7]=2[CH:15]=[CH:14][CH:13]=1. The yield is 0.680.